From a dataset of Catalyst prediction with 721,799 reactions and 888 catalyst types from USPTO. Predict which catalyst facilitates the given reaction. (1) Reactant: CC1(C)C(C)(C)OB([C:9]2[CH2:14][CH2:13][CH:12]([C:15]([F:18])([F:17])[F:16])[CH2:11][CH:10]=2)O1.C(=O)([O-])[O-].[Na+].[Na+].O.Br[C:28]1[N:33]=[CH:32][C:31]([NH:34][C:35]([C:37]2[CH:38]=[N:39][N:40]([C:43]3[CH:48]=[CH:47][C:46]([C:49]([F:52])([F:51])[F:50])=[CH:45][N:44]=3)[C:41]=2[CH3:42])=[O:36])=[CH:30][C:29]=1[CH3:53]. Product: [CH3:42][C:41]1[N:40]([C:43]2[CH:48]=[CH:47][C:46]([C:49]([F:50])([F:52])[F:51])=[CH:45][N:44]=2)[N:39]=[CH:38][C:37]=1[C:35]([NH:34][C:31]1[CH:32]=[N:33][C:28]([C:9]2[CH2:14][CH2:13][CH:12]([C:15]([F:16])([F:17])[F:18])[CH2:11][CH:10]=2)=[C:29]([CH3:53])[CH:30]=1)=[O:36]. The catalyst class is: 155. (2) Reactant: [H-].[Na+].[CH2:3]([O:10][C:11]1[CH:16]=[CH:15][C:14]([C:17](=[O:19])[CH3:18])=[CH:13][CH:12]=1)[C:4]1[CH:9]=[CH:8][CH:7]=[CH:6][CH:5]=1.[C:20](=O)([O:23]C)[O:21][CH3:22]. Product: [CH2:3]([O:10][C:11]1[CH:12]=[CH:13][C:14]([C:17](=[O:19])[CH2:18][C:20]([O:21][CH3:22])=[O:23])=[CH:15][CH:16]=1)[C:4]1[CH:5]=[CH:6][CH:7]=[CH:8][CH:9]=1. The catalyst class is: 3. (3) Reactant: [C:1]([O:9][C@H:10]([C@@H:13]1[CH2:17][C@@H:16]([CH3:18])[C:15](=[O:19])[O:14]1)[CH2:11][CH3:12])(=[O:8])[C:2]1[CH:7]=[CH:6][CH:5]=[CH:4][CH:3]=1.[H-].C([Al+]CC(C)C)C(C)C. Product: [C:1]([O:9][C@H:10]([C@@H:13]1[CH2:17][C@@H:16]([CH3:18])[CH:15]([OH:19])[O:14]1)[CH2:11][CH3:12])(=[O:8])[C:2]1[CH:7]=[CH:6][CH:5]=[CH:4][CH:3]=1. The catalyst class is: 1. (4) Reactant: [F:1][C:2]1[C:11]2[C:6](=[CH:7][CH:8]=[CH:9][CH:10]=2)[C:5]([C:12]([OH:14])=O)=[CH:4][CH:3]=1.[CH2:15]([O:17][C:18]([C:20]1([NH2:29])[CH2:28][C:27]2[C:22](=[CH:23][CH:24]=[CH:25][CH:26]=2)[CH2:21]1)=[O:19])[CH3:16].CN(C(ON1N=NC2C=CC=NC1=2)=[N+](C)C)C.F[P-](F)(F)(F)(F)F.CCN(C(C)C)C(C)C. Product: [CH2:15]([O:17][C:18]([C:20]1([NH:29][C:12]([C:5]2[C:6]3[C:11](=[CH:10][CH:9]=[CH:8][CH:7]=3)[C:2]([F:1])=[CH:3][CH:4]=2)=[O:14])[CH2:28][C:27]2[C:22](=[CH:23][CH:24]=[CH:25][CH:26]=2)[CH2:21]1)=[O:19])[CH3:16]. The catalyst class is: 3. (5) Reactant: [CH2:1]([O:8][C:9](=[O:17])[C:10]1[CH:15]=[CH:14][C:13](N)=[CH:12][CH:11]=1)[C:2]1[CH:7]=[CH:6][CH:5]=[CH:4][CH:3]=1.C([N:20](CC)CC)C.[Br:25][CH:26]([CH2:30][CH2:31][CH2:32]Br)[C:27](Cl)=[O:28].[OH-].[Na+].C(=O)([O-])O.C([N+](CCCC)(CCCC)CCCC)CCC. Product: [CH2:1]([O:8][C:9](=[O:17])[C:10]1[CH:15]=[CH:14][CH:13]=[CH:12][C:11]=1[N:20]1[CH2:32][CH2:31][CH2:30][CH:26]([Br:25])[C:27]1=[O:28])[C:2]1[CH:7]=[CH:6][CH:5]=[CH:4][CH:3]=1. The catalyst class is: 2. (6) Reactant: Cl.[Br:2][C:3]1[CH:18]=[N:17][C:6]2[NH:7][C:8](=[O:16])[CH2:9][N:10]([CH2:12][C:13]([OH:15])=O)[CH2:11][C:5]=2[CH:4]=1.C(N(C(C)C)C(C)C)C.[CH3:28][N:29]1[CH2:34][CH2:33][NH:32][CH2:31][CH2:30]1.C1C=CC2N(O)N=NC=2C=1.C(Cl)CCl. Product: [Br:2][C:3]1[CH:18]=[N:17][C:6]2[NH:7][C:8](=[O:16])[CH2:9][N:10]([CH2:12][C:13]([N:32]3[CH2:33][CH2:34][N:29]([CH3:28])[CH2:30][CH2:31]3)=[O:15])[CH2:11][C:5]=2[CH:4]=1. The catalyst class is: 2. (7) Reactant: [CH3:1][C:2]([CH3:4])=O.C([Li])CCC.I[CH2:11][CH2:12][CH:13]([CH3:15])[CH3:14].CN(CCN(C)C)C.[Br:24]CCBr.[Na+].[Cl-]. Product: [Br:24]/[C:2](=[CH:4]/[CH2:11][CH2:12][CH:13]([CH3:15])[CH3:14])/[CH3:1]. The catalyst class is: 57.